Dataset: Reaction yield outcomes from USPTO patents with 853,638 reactions. Task: Predict the reaction yield, written as a fraction of the theoretical maximum amount of product (1.0 means a 100% yield; for example, 0.34 means a 34% yield). (1) The reactants are [Cl:1][C:2]1[C:3]([N:18]2[CH2:23][CH2:22][CH2:21][C@@H:20]([NH:24]C(=O)OC(C)(C)C)[CH2:19]2)=[C:4]2[C:10]([NH:11][C:12](=[O:17])[CH2:13][CH:14]([CH3:16])[CH3:15])=[CH:9][NH:8][C:5]2=[N:6][CH:7]=1. The catalyst is C(O)(C(F)(F)F)=O. The product is [ClH:1].[NH2:24][C@@H:20]1[CH2:21][CH2:22][CH2:23][N:18]([C:3]2[C:2]([Cl:1])=[CH:7][N:6]=[C:5]3[NH:8][CH:9]=[C:10]([NH:11][C:12](=[O:17])[CH2:13][CH:14]([CH3:15])[CH3:16])[C:4]=23)[CH2:19]1. The yield is 0.790. (2) The reactants are C(=O)([O-])[O-].[Cs+].[Cs+].[NH2:7][C:8]1[CH:9]=[C:10]([SH:14])[CH:11]=[CH:12][CH:13]=1.Cl[C:16]1[C:25]2[C:20](=[CH:21][C:22]([O:29][CH3:30])=[C:23]([O:26][CH2:27][CH3:28])[CH:24]=2)[N:19]=[CH:18][N:17]=1. The catalyst is C1COCC1. The product is [CH2:27]([O:26][C:23]1[CH:24]=[C:25]2[C:20](=[CH:21][C:22]=1[O:29][CH3:30])[N:19]=[CH:18][N:17]=[C:16]2[S:14][C:10]1[CH:9]=[C:8]([CH:13]=[CH:12][CH:11]=1)[NH2:7])[CH3:28]. The yield is 0.460. (3) The reactants are CCCC[N+](CCCC)(CCCC)CCCC.[F-].C([SiH2][O:24][C:25](C)(C)[C:26]1[CH:27]=[C:28]([CH:34]=[CH:35][C:36]=1[Cl:37])[CH2:29][NH:30][C:31](=[O:33])[CH3:32])(C)(C)C.CCOC(C)=O. The catalyst is C1COCC1. The product is [Cl:37][C:36]1[CH:35]=[CH:34][C:28]([CH2:29][NH:30][C:31](=[O:33])[CH3:32])=[CH:27][C:26]=1[CH2:25][OH:24]. The yield is 0.590. (4) The reactants are [OH-].[Na+].[C:3]1([NH:9][C:10]([NH:12][NH:13][C:14](=O)[CH2:15][C:16]2[CH:21]=[CH:20][CH:19]=[CH:18][CH:17]=2)=[S:11])[CH:8]=[CH:7][CH:6]=[CH:5][CH:4]=1. The catalyst is O1CCOCC1.CO. The product is [CH2:15]([C:14]1[N:9]([C:3]2[CH:8]=[CH:7][CH:6]=[CH:5][CH:4]=2)[C:10]([SH:11])=[N:12][N:13]=1)[C:16]1[CH:21]=[CH:20][CH:19]=[CH:18][CH:17]=1. The yield is 0.980. (5) The catalyst is C([O-])(=O)C.[Cu+2].C([O-])(=O)C.C(OCC)(=O)C.C(Cl)Cl. The reactants are [CH:1]1([C:4]2[N:5]=[C:6]([CH3:26])[NH:7][C:8](=[O:25])[C:9]=2[CH2:10][C:11]2[CH:16]=[CH:15][C:14]([C:17]3[C:18]([C:23]#[N:24])=[CH:19][CH:20]=[CH:21][CH:22]=3)=[CH:13][CH:12]=2)[CH2:3][CH2:2]1.[CH3:27][CH:28]1[CH2:32][C:31]2[CH:33]=[C:34](B(O)O)[CH:35]=[CH:36][C:30]=2[O:29]1.C(N(CC)CC)C.N1C=CC=CC=1. The yield is 0.570. The product is [CH:1]1([C:4]2[N:5]=[C:6]([CH3:26])[N:7]([C:34]3[CH:35]=[CH:36][C:30]4[O:29][CH:28]([CH3:27])[CH2:32][C:31]=4[CH:33]=3)[C:8](=[O:25])[C:9]=2[CH2:10][C:11]2[CH:16]=[CH:15][C:14]([C:17]3[C:18]([C:23]#[N:24])=[CH:19][CH:20]=[CH:21][CH:22]=3)=[CH:13][CH:12]=2)[CH2:2][CH2:3]1. (6) The reactants are [C:1]([O:5][C:6](=[O:33])[NH:7][CH2:8][CH2:9][CH2:10][N:11]1[C:20]2[CH:19]=[CH:18][C:17]([Cl:21])=[CH:16][C:15]=2[C:14]2=[N:22][N:23]([CH:26]3[CH2:31][CH2:30][CH2:29][CH2:28][O:27]3)[C:24]([CH3:25])=[C:13]2[C:12]1=[O:32])([CH3:4])([CH3:3])[CH3:2].[CH3:34]N(C=O)C.[H-].[Na+].CI. The catalyst is O. The product is [C:1]([O:5][C:6](=[O:33])[N:7]([CH2:8][CH2:9][CH2:10][N:11]1[C:20]2[CH:19]=[CH:18][C:17]([Cl:21])=[CH:16][C:15]=2[C:14]2=[N:22][N:23]([CH:26]3[CH2:31][CH2:30][CH2:29][CH2:28][O:27]3)[C:24]([CH3:25])=[C:13]2[C:12]1=[O:32])[CH3:34])([CH3:4])([CH3:2])[CH3:3]. The yield is 0.270. (7) The catalyst is C(Cl)Cl. The reactants are [Br:1][C:2]1[CH:3]=[C:4]([CH:12]([CH2:16][CH:17]2[CH2:21][CH2:20][CH2:19][CH2:18]2)[C:13]([OH:15])=O)[CH:5]=[CH:6][C:7]=1[S:8]([CH3:11])(=[O:10])=[O:9].C(N(CC)CC)C.F[P-](F)(F)(F)(F)F.N1(O[P+](N(C)C)(N(C)C)N(C)C)C2C=CC=CC=2N=N1.[NH2:56][C:57]1[NH:58][C:59]2[CH:65]=[CH:64][CH:63]=[CH:62][C:60]=2[N:61]=1. The yield is 0.530. The product is [NH:58]1[C:59]2[CH:65]=[CH:64][CH:63]=[CH:62][C:60]=2[N:61]=[C:57]1[NH:56][C:13](=[O:15])[CH:12]([C:4]1[CH:5]=[CH:6][C:7]([S:8]([CH3:11])(=[O:9])=[O:10])=[C:2]([Br:1])[CH:3]=1)[CH2:16][CH:17]1[CH2:21][CH2:20][CH2:19][CH2:18]1.